This data is from Full USPTO retrosynthesis dataset with 1.9M reactions from patents (1976-2016). The task is: Predict the reactants needed to synthesize the given product. (1) The reactants are: C([O:3][C:4]([C:6]1[C:11]2[NH:12][C:13]3[C:18]([C:10]=2[CH:9]=[CH:8][N:7]=1)=[CH:17][CH:16]=[CH:15][CH:14]=3)=O)C.CC(C[AlH]CC(C)C)C. Given the product [C:6]1([CH:4]=[O:3])[C:11]2[NH:12][C:13]3[C:18](=[CH:17][CH:16]=[CH:15][CH:14]=3)[C:10]=2[CH:9]=[CH:8][N:7]=1, predict the reactants needed to synthesize it. (2) Given the product [ClH:1].[Cl:1][C:2]1[CH:42]=[CH:41][C:5]([CH2:6][C@@H:7]([NH:28][CH:29]2[CH2:34][CH2:33][N:32]([C:35]3[CH:40]=[CH:39][CH:38]=[CH:37][N:36]=3)[CH2:31][CH2:30]2)[C:8]([N:10]2[CH2:15][CH2:14][C:13]([CH:22]3[CH2:23][CH2:24][CH2:25][CH2:26][CH2:27]3)([CH2:16][N:17]3[CH:21]=[N:20][CH:19]=[N:18]3)[CH2:12][CH2:11]2)=[O:9])=[CH:4][CH:3]=1, predict the reactants needed to synthesize it. The reactants are: [Cl:1][C:2]1[CH:42]=[CH:41][C:5]([CH2:6][C@@H:7]([NH:28][CH:29]2[CH2:34][CH2:33][N:32]([C:35]3[CH:40]=[CH:39][CH:38]=[CH:37][N:36]=3)[CH2:31][CH2:30]2)[C:8]([N:10]2[CH2:15][CH2:14][C:13]([CH:22]3[CH2:27][CH2:26][CH2:25][CH2:24][CH2:23]3)([CH2:16][N:17]3[CH:21]=[N:20][CH:19]=[N:18]3)[CH2:12][CH2:11]2)=[O:9])=[CH:4][CH:3]=1.Cl. (3) Given the product [CH:23]1([NH:26][C:27](=[O:44])[C:28]2[CH:29]=[CH:30][C:31]([O:34][C:35]3[CH:40]=[CH:39][C:38]([CH2:41][N:20]4[CH2:19][CH2:18][CH:17]([N:6]5[C@H:5]([CH2:1][CH:2]([CH3:4])[CH3:3])[CH2:9][N:8]([CH:10]6[CH2:11][CH2:12][O:13][CH2:14][CH2:15]6)[C:7]5=[O:16])[CH2:22][CH2:21]4)=[C:37]([CH3:43])[N:36]=3)=[CH:32][CH:33]=2)[CH2:25][CH2:24]1, predict the reactants needed to synthesize it. The reactants are: [CH2:1]([C@@H:5]1[CH2:9][N:8]([CH:10]2[CH2:15][CH2:14][O:13][CH2:12][CH2:11]2)[C:7](=[O:16])[N:6]1[CH:17]1[CH2:22][CH2:21][NH:20][CH2:19][CH2:18]1)[CH:2]([CH3:4])[CH3:3].[CH:23]1([NH:26][C:27](=[O:44])[C:28]2[CH:33]=[CH:32][C:31]([O:34][C:35]3[CH:40]=[CH:39][C:38]([CH:41]=O)=[C:37]([CH3:43])[N:36]=3)=[CH:30][CH:29]=2)[CH2:25][CH2:24]1.C(O[BH-](OC(=O)C)OC(=O)C)(=O)C.[Na+]. (4) Given the product [C:36]([NH:1][C:2]1[CH:3]=[C:4]([CH:15]=[CH:16][N:17]=1)[C:5]([NH:7][CH2:8][C:9]1[CH:14]=[CH:13][CH:12]=[CH:11][CH:10]=1)=[O:6])(=[O:43])[C:37]1[CH:42]=[CH:41][CH:40]=[CH:39][CH:38]=1, predict the reactants needed to synthesize it. The reactants are: [NH2:1][C:2]1[CH:3]=[C:4]([CH:15]=[CH:16][N:17]=1)[C:5]([NH:7][CH2:8][C:9]1[CH:14]=[CH:13][CH:12]=[CH:11][CH:10]=1)=[O:6].CN(C1C=CC=CN=1)C.C(N(CC)C(C)C)(C)C.[C:36](Cl)(=[O:43])[C:37]1[CH:42]=[CH:41][CH:40]=[CH:39][CH:38]=1. (5) Given the product [C:15]1(=[O:24])[C:16]2[C:17](=[CH:20][CH:21]=[CH:22][CH:23]=2)[C:18](=[O:19])[NH:14]1, predict the reactants needed to synthesize it. The reactants are: C(=O)([O-])[O-].[K+].[K+].C(#N)C.BrCCC[N:14]1[C:18](=[O:19])[C:17]2=[CH:20][CH:21]=[CH:22][CH:23]=[C:16]2[C:15]1=[O:24]. (6) The reactants are: N[C:2]1[CH:3]=[C:4]([C:8]#[C:9][C:10]2[N:11]([CH2:23][CH3:24])[C:12]3[C:17]([C:18]=2[C:19]#[N:20])=[CH:16][CH:15]=[C:14]([O:21][CH3:22])[CH:13]=3)[CH:5]=[CH:6][CH:7]=1.[CH3:25][P:26](Cl)([CH3:28])=[O:27].[N:30]1C=CC=CC=1. Given the product [C:19]([C:18]1[C:17]2[C:12](=[CH:13][C:14]([O:21][CH3:22])=[CH:15][CH:16]=2)[N:11]([CH2:23][CH3:24])[C:10]=1[C:9]#[C:8][C:4]1[CH:5]=[CH:6][C:7]([NH:30][P:26]([CH3:28])([CH3:25])=[O:27])=[CH:2][CH:3]=1)#[N:20], predict the reactants needed to synthesize it. (7) Given the product [CH2:10]([O:9][C:7]([C:6]1[N:1]=[N:2][C:3]([C:12]([OH:14])=[O:13])=[CH:4][CH:5]=1)=[O:8])[CH3:11], predict the reactants needed to synthesize it. The reactants are: [N:1]1[C:6]([C:7]([O:9][CH2:10][CH3:11])=[O:8])=[CH:5][CH:4]=[C:3]([C:12]([O:14]CC)=[O:13])[N:2]=1.Cl.